This data is from Catalyst prediction with 721,799 reactions and 888 catalyst types from USPTO. The task is: Predict which catalyst facilitates the given reaction. (1) Reactant: [NH2:1][C:2]1[N:7]=[CH:6][N:5]=[C:4]2[N:8]([CH:26]3[CH2:31][CH2:30][CH:29]([N:32]4[CH2:37][CH2:36][N:35]([CH3:38])[CH2:34][CH2:33]4)[CH2:28][CH2:27]3)[N:9]=[C:10]([C:11]3[CH:25]=[CH:24][C:14]([CH2:15][NH:16]C(=O)OC(C)(C)C)=[CH:13][CH:12]=3)[C:3]=12. Product: [NH2:16][CH2:15][C:14]1[CH:13]=[CH:12][C:11]([C:10]2[C:3]3[C:4](=[N:5][CH:6]=[N:7][C:2]=3[NH2:1])[N:8]([CH:26]3[CH2:31][CH2:30][CH:29]([N:32]4[CH2:33][CH2:34][N:35]([CH3:38])[CH2:36][CH2:37]4)[CH2:28][CH2:27]3)[N:9]=2)=[CH:25][CH:24]=1. The catalyst class is: 631. (2) Reactant: C([O:3][C:4](=[O:39])[CH2:5][O:6][C:7]1[CH:12]=[CH:11][C:10]([S:13][C:14]2[CH:19]=[C:18]([C:20]#[C:21][CH2:22][N:23]3[CH2:28][CH2:27][O:26][CH2:25][CH2:24]3)[CH:17]=[C:16]([O:29][CH2:30][CH2:31][CH:32]3[CH2:37][CH2:36][CH2:35][CH2:34][CH2:33]3)[CH:15]=2)=[CH:9][C:8]=1[CH3:38])C.[OH-].[Na+].Cl. Product: [CH:32]1([CH2:31][CH2:30][O:29][C:16]2[CH:15]=[C:14]([S:13][C:10]3[CH:11]=[CH:12][C:7]([O:6][CH2:5][C:4]([OH:39])=[O:3])=[C:8]([CH3:38])[CH:9]=3)[CH:19]=[C:18]([C:20]#[C:21][CH2:22][N:23]3[CH2:24][CH2:25][O:26][CH2:27][CH2:28]3)[CH:17]=2)[CH2:37][CH2:36][CH2:35][CH2:34][CH2:33]1. The catalyst class is: 219. (3) The catalyst class is: 19. Reactant: [C:1]([O:5][C:6](=[O:20])[NH:7][CH2:8][C:9]1[CH:14]=[CH:13][C:12]([N+:15]([O-])=O)=[C:11]([O:18][CH3:19])[CH:10]=1)([CH3:4])([CH3:3])[CH3:2]. Product: [C:1]([O:5][C:6](=[O:20])[NH:7][CH2:8][C:9]1[CH:14]=[CH:13][C:12]([NH2:15])=[C:11]([O:18][CH3:19])[CH:10]=1)([CH3:4])([CH3:3])[CH3:2].